From a dataset of Forward reaction prediction with 1.9M reactions from USPTO patents (1976-2016). Predict the product of the given reaction. (1) Given the reactants Cl[C:2]([CH:4]1[CH2:16][C:15]2[C:14]3[C:9](=[CH:10][CH:11]=[CH:12][CH:13]=3)[N:8]([CH2:17][C:18]([O:20][CH2:21][CH3:22])=[O:19])[C:7]=2[CH2:6][CH2:5]1)=[O:3].[C:23]1([C@H:29]([OH:31])[CH3:30])[CH:28]=[CH:27][CH:26]=[CH:25][CH:24]=1.CCN(C(C)C)C(C)C, predict the reaction product. The product is: [CH2:21]([O:20][C:18]([CH2:17][N:8]1[C:7]2[CH2:6][CH2:5][CH:4]([C:2]([O:31][C@@H:29]([C:23]3[CH:28]=[CH:27][CH:26]=[CH:25][CH:24]=3)[CH3:30])=[O:3])[CH2:16][C:15]=2[C:14]2[C:9]1=[CH:10][CH:11]=[CH:12][CH:13]=2)=[O:19])[CH3:22]. (2) Given the reactants Cl.[C:2]1([C:8](=[N:15][CH2:16][C:17]2([C:30]3[CH:35]=[CH:34][CH:33]=[C:32]([C:36]4[CH:37]=[N:38][N:39]([CH3:41])[CH:40]=4)[CH:31]=3)[CH2:22][CH2:21][N:20](C(OC(C)(C)C)=O)[CH2:19][CH2:18]2)[C:9]2[CH:14]=[CH:13][CH:12]=[CH:11][CH:10]=2)[CH:7]=[CH:6][CH:5]=[CH:4][CH:3]=1, predict the reaction product. The product is: [C:9]1([C:8]([C:2]2[CH:3]=[CH:4][CH:5]=[CH:6][CH:7]=2)=[N:15][CH2:16][C:17]2([C:30]3[CH:35]=[CH:34][CH:33]=[C:32]([C:36]4[CH:37]=[N:38][N:39]([CH3:41])[CH:40]=4)[CH:31]=3)[CH2:22][CH2:21][NH:20][CH2:19][CH2:18]2)[CH:14]=[CH:13][CH:12]=[CH:11][CH:10]=1. (3) Given the reactants [CH3:1][CH:2]([C:4]1[N:8]([CH2:9][CH2:10][C@@H:11]([OH:19])[CH2:12][C@@H:13]([OH:18])[CH2:14][C:15]([OH:17])=[O:16])[C:7]([C:20]2[CH:21]=[CH:22][C:23]([F:26])=[CH:24][CH:25]=2)=[C:6]([C:27]2[CH:28]=[CH:29][CH:30]=[CH:31][CH:32]=2)[C:5]=1[C:33]([NH:35][C:36]1[CH:37]=[CH:38][CH:39]=[CH:40][CH:41]=1)=[O:34])[CH3:3], predict the reaction product. The product is: [CH3:3][CH:2]([C:4]1[N:8]([CH2:9][CH2:10][C@@H:11]([OH:19])[CH2:12][C@@H:13]([OH:18])[CH2:14][C:15]([OH:17])=[O:16])[C:7]([C:20]2[CH:25]=[CH:24][C:23]([F:26])=[CH:22][CH:21]=2)=[C:6]([C:27]2[CH:32]=[CH:31][CH:30]=[CH:29][CH:28]=2)[C:5]=1[C:33]([NH:35][C:36]1[CH:41]=[CH:40][CH:39]=[CH:38][CH:37]=1)=[O:34])[CH3:1].[CH2:7]([NH:8][CH2:4][CH3:2])[CH3:6].[CH3:3][CH:2]([C:4]1[N:8]([CH2:9][CH2:10][C@@H:11]([OH:19])[CH2:12][C@@H:13]([OH:18])[CH2:14][C:15]([OH:17])=[O:16])[C:7]([C:20]2[CH:25]=[CH:24][C:23]([F:26])=[CH:22][CH:21]=2)=[C:6]([C:27]2[CH:32]=[CH:31][CH:30]=[CH:29][CH:28]=2)[C:5]=1[C:33]([NH:35][C:36]1[CH:41]=[CH:40][CH:39]=[CH:38][CH:37]=1)=[O:34])[CH3:1].[CH2:7]([NH:8][CH2:4][CH3:2])[CH3:6]. (4) Given the reactants [O:1]=[C:2]1[C:10]2[C:5](=[CH:6][CH:7]=[CH:8][CH:9]=2)[C:4](=[O:11])[N:3]1[CH2:12][C:13]1[CH:18]=[CH:17][C:16]([S:19](Cl)(=[O:21])=[O:20])=[CH:15][CH:14]=1.C(N(CC)CC)C.[C:30]([O:34][C:35](=[O:42])[NH:36][CH2:37][CH2:38][CH2:39][CH2:40][NH2:41])([CH3:33])([CH3:32])[CH3:31], predict the reaction product. The product is: [C:30]([O:34][C:35](=[O:42])[NH:36][CH2:37][CH2:38][CH2:39][CH2:40][NH:41][S:19]([C:16]1[CH:17]=[CH:18][C:13]([CH2:12][N:3]2[C:2](=[O:1])[C:10]3[C:5](=[CH:6][CH:7]=[CH:8][CH:9]=3)[C:4]2=[O:11])=[CH:14][CH:15]=1)(=[O:21])=[O:20])([CH3:33])([CH3:31])[CH3:32].